From a dataset of Cav3 T-type calcium channel HTS with 100,875 compounds. Binary Classification. Given a drug SMILES string, predict its activity (active/inactive) in a high-throughput screening assay against a specified biological target. The compound is S(c1n(nnn1)C1CCCC1)CC(=O)Nc1noc(c1)C. The result is 0 (inactive).